From a dataset of Catalyst prediction with 721,799 reactions and 888 catalyst types from USPTO. Predict which catalyst facilitates the given reaction. (1) The catalyst class is: 12. Product: [Cl:16][C:13]1[CH:14]=[CH:15][C:9]2[C:8](=[O:17])[NH:7][C:6]3[CH:18]=[CH:19][C:3]([CH2:2][NH:28][CH2:27][CH2:26][CH:23]4[CH2:24][CH2:25][O:20][CH2:21][CH2:22]4)=[CH:4][C:5]=3[NH:11][C:10]=2[CH:12]=1. Reactant: Br[CH2:2][C:3]1[CH:19]=[CH:18][C:6]2[NH:7][C:8](=[O:17])[C:9]3[CH:15]=[CH:14][C:13]([Cl:16])=[CH:12][C:10]=3[NH:11][C:5]=2[CH:4]=1.[O:20]1[CH2:25][CH2:24][CH:23]([CH2:26][CH2:27][NH2:28])[CH2:22][CH2:21]1. (2) Reactant: FC(F)(F)S(O[C:7]1[C:8]([CH3:36])([CH3:35])[C@H:9]2[C@:22]([CH3:25])([CH2:23][CH:24]=1)[C@@H:21]1[C@:12]([CH3:34])([C@@:13]3([CH3:33])[C@H:18]([CH2:19][CH2:20]1)[C@H:17]1[C@H:26]([C:29]([CH3:31])=[CH2:30])[CH2:27][CH2:28][C@:16]1([NH2:32])[CH2:15][CH2:14]3)[CH2:11][CH2:10]2)(=O)=O.[F:39][CH2:40][C@:41]1([C:56]([O:58][CH2:59][C:60]2[CH:65]=[CH:64][CH:63]=[CH:62][CH:61]=2)=[O:57])[CH2:46][CH2:45][C:44](B2OC(C)(C)C(C)(C)O2)=[CH:43][CH2:42]1.[O-]P([O-])([O-])=O.[K+].[K+].[K+].CC(C1C=C(C(C)C)C(C2C=CC=CC=2P(C2CCCCC2)C2CCCCC2)=C(C(C)C)C=1)C. Product: [NH2:32][C@:16]12[CH2:28][CH2:27][C@@H:26]([C:29]([CH3:31])=[CH2:30])[C@@H:17]1[C@@H:18]1[C@@:13]([CH3:33])([CH2:14][CH2:15]2)[C@@:12]2([CH3:34])[C@@H:21]([C@:22]3([CH3:25])[C@@H:9]([CH2:10][CH2:11]2)[C:8]([CH3:35])([CH3:36])[C:7]([C:44]2[CH2:45][CH2:46][C@:41]([CH2:40][F:39])([C:56]([O:58][CH2:59][C:60]4[CH:61]=[CH:62][CH:63]=[CH:64][CH:65]=4)=[O:57])[CH2:42][CH:43]=2)=[CH:24][CH2:23]3)[CH2:20][CH2:19]1. The catalyst class is: 20. (3) Reactant: O1CCC[CH2:2]1.[C:6]([O:9][N:10]([C:17]([O:19][C:20]([CH3:30])([CH3:29])[CH2:21][CH2:22][C:23]1[CH:28]=[CH:27][CH:26]=[CH:25][CH:24]=1)=[O:18])[CH2:11][CH2:12][O:13][CH2:14][CH2:15][OH:16])(=[O:8])[CH3:7].[H-].[Na+].IC. Product: [C:6]([O:9][N:10]([C:17]([O:19][C:20]([CH3:30])([CH3:29])[CH2:21][CH2:22][C:23]1[CH:28]=[CH:27][CH:26]=[CH:25][CH:24]=1)=[O:18])[CH2:11][CH2:12][O:13][CH2:14][CH2:15][O:16][CH3:2])(=[O:8])[CH3:7]. The catalyst class is: 6. (4) Reactant: [N+:1]([C:4]1[CH:9]=[CH:8][C:7]([CH:10]2[CH2:15][CH2:14][C:13](=[O:16])[CH2:12][CH2:11]2)=[CH:6][CH:5]=1)([O-])=O. Product: [NH2:1][C:4]1[CH:5]=[CH:6][C:7]([CH:10]2[CH2:11][CH2:12][C:13](=[O:16])[CH2:14][CH2:15]2)=[CH:8][CH:9]=1. The catalyst class is: 50. (5) Reactant: [CH3:1][C:2]1[CH:7]=[CH:6][C:5]([S:8]([O:11][CH2:12][CH:13]2[CH2:17][C:16]3[CH:18]=[CH:19][CH:20]=[C:21](Br)[C:15]=3[O:14]2)(=[O:10])=[O:9])=[CH:4][CH:3]=1.[F:23][C:24]1[CH:25]=[C:26](B(O)O)[CH:27]=[CH:28][CH:29]=1.C(=O)([O-])[O-].[K+].[K+]. Product: [CH3:1][C:2]1[CH:7]=[CH:6][C:5]([S:8]([O:11][CH2:12][CH:13]2[CH2:17][C:16]3[CH:18]=[CH:19][CH:20]=[C:21]([C:28]4[CH:27]=[CH:26][CH:25]=[C:24]([F:23])[CH:29]=4)[C:15]=3[O:14]2)(=[O:10])=[O:9])=[CH:4][CH:3]=1. The catalyst class is: 608. (6) Reactant: [Br:1][C:2]1[CH:9]=[CH:8][C:5]([CH2:6]Br)=[CH:4][CH:3]=1.[C:10]1([CH:16]2[CH2:20][CH2:19][NH:18][CH2:17]2)[CH:15]=[CH:14][CH:13]=[CH:12][CH:11]=1.C(=O)([O-])[O-].[K+].[K+]. Product: [Br:1][C:2]1[CH:9]=[CH:8][C:5]([CH2:6][N:18]2[CH2:19][CH2:20][CH:16]([C:10]3[CH:15]=[CH:14][CH:13]=[CH:12][CH:11]=3)[CH2:17]2)=[CH:4][CH:3]=1. The catalyst class is: 10.